Dataset: NCI-60 drug combinations with 297,098 pairs across 59 cell lines. Task: Regression. Given two drug SMILES strings and cell line genomic features, predict the synergy score measuring deviation from expected non-interaction effect. (1) Cell line: NCI-H460. Synergy scores: CSS=6.79, Synergy_ZIP=-1.45, Synergy_Bliss=4.92, Synergy_Loewe=3.42, Synergy_HSA=4.39. Drug 1: CS(=O)(=O)C1=CC(=C(C=C1)C(=O)NC2=CC(=C(C=C2)Cl)C3=CC=CC=N3)Cl. Drug 2: CC(C)CN1C=NC2=C1C3=CC=CC=C3N=C2N. (2) Drug 1: CC1OCC2C(O1)C(C(C(O2)OC3C4COC(=O)C4C(C5=CC6=C(C=C35)OCO6)C7=CC(=C(C(=C7)OC)O)OC)O)O. Drug 2: C1C(C(OC1N2C=NC(=NC2=O)N)CO)O. Cell line: RXF 393. Synergy scores: CSS=24.2, Synergy_ZIP=-6.76, Synergy_Bliss=-5.38, Synergy_Loewe=-0.453, Synergy_HSA=0.359. (3) Drug 1: C1CN(CCN1C(=O)CCBr)C(=O)CCBr. Drug 2: COCCOC1=C(C=C2C(=C1)C(=NC=N2)NC3=CC=CC(=C3)C#C)OCCOC.Cl. Cell line: DU-145. Synergy scores: CSS=38.2, Synergy_ZIP=-5.34, Synergy_Bliss=-1.27, Synergy_Loewe=-2.33, Synergy_HSA=-2.13.